This data is from Experimentally validated miRNA-target interactions with 360,000+ pairs, plus equal number of negative samples. The task is: Binary Classification. Given a miRNA mature sequence and a target amino acid sequence, predict their likelihood of interaction. (1) The protein sequence of the target gene is MSSSVKTPALEELVPGSEEKPKGRSPLSWGSLFGHRSEKIVFAKSDGGTDENVLTVTITETTVIESDLGVWSSRALLYLTLWFFFSFCTLFLNKYILSLLGGEPSMLGAVQMLSTTVIGCVKTLVPCCLYQHKARLSYPPNFLMTMLFVGLMRFATVVLGLVSLKNVAVSFAETVKSSAPIFTVIMSRMILGEYTGRPSDREEREELQLQPGRGAAASDRRSPVPPSERHGVRPHGENLPGDFQVPQALHRVALSMALPCPMLPAS. The miRNA is hsa-miR-3120-3p with sequence CACAGCAAGUGUAGACAGGCA. Result: 1 (interaction). (2) The miRNA is rno-miR-187-3p with sequence UCGUGUCUUGUGUUGCAGCCGG. The protein sequence of the target gene is MAADGERSPLLSEPIDGGAGGNGLVGPGGSGAGPGGGLTPSAPPYGAAFPPFPEGHPAVLPGEDPPPYSPLTSPDSGSAPMITCRVCQSLINVEGKMHQHVVKCGVCNEATPIKNAPPGKKYVRCPCNCLLICKVTSQRIACPRPYCKRIINLGPVHPGPLSPEPQPMGVRVICGHCKNTFLWTEFTDRTLARCPHCRKVSSIGRRYPRKRCICCFLLGLLLAVTATGLAFGTWKHARRYGGIYAAWAFVILLAVLCLGRALYWACMKVSHPVQNFS. Result: 0 (no interaction).